Predict which catalyst facilitates the given reaction. From a dataset of Catalyst prediction with 721,799 reactions and 888 catalyst types from USPTO. (1) Reactant: [CH2:1]([O:3][C:4](=[O:12])[C:5](=O)[C:6]1[S:7][CH:8]=[CH:9][CH:10]=1)[CH3:2].[C:13]([O:17][C:18]([NH:20][NH2:21])=[O:19])([CH3:16])([CH3:15])[CH3:14]. Product: [CH2:1]([O:3][C:4](=[O:12])[C:5](=[N:21][NH:20][C:18]([O:17][C:13]([CH3:16])([CH3:15])[CH3:14])=[O:19])[C:6]1[S:7][CH:8]=[CH:9][CH:10]=1)[CH3:2]. The catalyst class is: 8. (2) Reactant: CN(C)/C=[CH:4]/[C:5]1[C:14]([N+:15]([O-:17])=[O:16])=[CH:13][CH:12]=[CH:11][C:6]=1[C:7]([O:9][CH3:10])=[O:8]. Product: [N+:15]([C:14]1[CH:13]=[CH:12][CH:11]=[C:6]2[C:5]=1[CH:4]=[CH:10][O:9][C:7]2=[O:8])([O-:17])=[O:16]. The catalyst class is: 25. (3) Reactant: [C:1]([O:7][CH2:8][CH3:9])(=[O:6])[CH2:2][C:3]([O-:5])=O.[K+].C(N(CC)CC)C.[Cl-].[Mg+2].[Cl-].[Br:21][C:22]1[CH:23]=[C:24]([CH:28]=[CH:29][CH:30]=1)C(Cl)=O. Product: [CH2:8]([O:7][C:1](=[O:6])[CH2:2][C:3]([C:29]1[CH:28]=[CH:24][CH:23]=[C:22]([Br:21])[CH:30]=1)=[O:5])[CH3:9]. The catalyst class is: 10. (4) Reactant: [CH3:1][O:2][C:3]([C:5]1[NH:25][C:8]2=[N:9][CH:10]=[C:11]([NH:13][CH2:14][C:15]3[CH:20]=[C:19]([N+:21]([O-])=O)[CH:18]=[CH:17][C:16]=3[CH3:24])[CH:12]=[C:7]2[CH:6]=1)=[O:4].Cl. Product: [CH3:1][O:2][C:3]([C:5]1[NH:25][C:8]2=[N:9][CH:10]=[C:11]([NH:13][CH2:14][C:15]3[CH:20]=[C:19]([NH2:21])[CH:18]=[CH:17][C:16]=3[CH3:24])[CH:12]=[C:7]2[CH:6]=1)=[O:4]. The catalyst class is: 43. (5) Reactant: C(OC([N:8]1[CH2:14][C:13]2[CH:15]=[C:16]([C:19](O)=O)[CH:17]=[CH:18][C:12]=2[O:11][CH2:10][CH2:9]1)=O)(C)(C)C.[NH2:22][NH:23][C:24]([NH2:26])=[S:25].CCN(C(C)C)C(C)C.CN(C(ON1N=NC2C=CC=NC1=2)=[N+](C)C)C.F[P-](F)(F)(F)(F)F. Product: [O:11]1[C:12]2[CH:18]=[CH:17][C:16]([C:19]3[S:25][C:24]([NH2:26])=[N:23][N:22]=3)=[CH:15][C:13]=2[CH2:14][NH:8][CH2:9][CH2:10]1. The catalyst class is: 85. (6) Reactant: [F:1][C:2]1[CH:18]=[CH:17][CH:16]=[CH:15][C:3]=1[O:4][C:5]1[CH:13]=[C:12]2[C:8]([C:9]([I:14])=[N:10][NH:11]2)=[CH:7][CH:6]=1.[C:19]([O:23][C:24](O[C:24]([O:23][C:19]([CH3:22])([CH3:21])[CH3:20])=[O:25])=[O:25])([CH3:22])([CH3:21])[CH3:20]. Product: [C:19]([O:23][C:24]([N:11]1[C:12]2[C:8](=[CH:7][CH:6]=[C:5]([O:4][C:3]3[CH:15]=[CH:16][CH:17]=[CH:18][C:2]=3[F:1])[CH:13]=2)[C:9]([I:14])=[N:10]1)=[O:25])([CH3:22])([CH3:21])[CH3:20]. The catalyst class is: 630. (7) Reactant: [OH:1][CH2:2][CH2:3][NH:4][C:5]1[CH:10]=[CH:9][CH:8]=[CH:7][CH:6]=1.[C:11]1([CH:14]=[CH:13][C:11]([OH:12])=[CH:14][CH:13]=1)[OH:12].C1(C)C=CC(S(O)(=O)=O)=CC=1.C(O)(=O)C=C. Product: [C:11]([O:1][CH2:2][CH2:3][NH:4][C:5]1[CH:10]=[CH:9][CH:8]=[CH:7][CH:6]=1)(=[O:12])[CH:13]=[CH2:14]. The catalyst class is: 8. (8) Reactant: [C:1]([C:5]1[CH:28]=[CH:27][C:8]([C:9]([NH:11][C:12]2[CH:17]=[CH:16][CH:15]=[C:14]([C:18]3[CH:23]=[CH:22][N:21]=[C:20]([NH2:24])[C:19]=3[NH2:25])[C:13]=2[CH3:26])=[O:10])=[CH:7][CH:6]=1)([CH3:4])([CH3:3])[CH3:2].[N:29]1([C:35]([C:37]2[CH:44]=[CH:43][C:40]([CH:41]=O)=[CH:39][CH:38]=2)=[O:36])[CH2:34][CH2:33][O:32][CH2:31][CH2:30]1.CC1C=CC(S(O)(=O)=O)=CC=1. Product: [C:1]([C:5]1[CH:28]=[CH:27][C:8]([C:9]([NH:11][C:12]2[CH:17]=[CH:16][CH:15]=[C:14]([C:18]3[CH:23]=[CH:22][N:21]=[C:20]4[NH:24][C:41]([C:40]5[CH:43]=[CH:44][C:37]([C:35]([N:29]6[CH2:34][CH2:33][O:32][CH2:31][CH2:30]6)=[O:36])=[CH:38][CH:39]=5)=[N:25][C:19]=34)[C:13]=2[CH3:26])=[O:10])=[CH:7][CH:6]=1)([CH3:4])([CH3:2])[CH3:3]. The catalyst class is: 3. (9) Reactant: [Br:1][C:2]1[CH:3]=[CH:4][C:5]([CH3:11])=[C:6]([CH:10]=1)[C:7]([OH:9])=[O:8].S(Cl)(Cl)=O.[CH3:16]O. Product: [CH3:16][O:8][C:7](=[O:9])[C:6]1[CH:10]=[C:2]([Br:1])[CH:3]=[CH:4][C:5]=1[CH3:11]. The catalyst class is: 13.